This data is from NCI-60 drug combinations with 297,098 pairs across 59 cell lines. The task is: Regression. Given two drug SMILES strings and cell line genomic features, predict the synergy score measuring deviation from expected non-interaction effect. (1) Drug 1: C1=CC(=CC=C1CCC2=CNC3=C2C(=O)NC(=N3)N)C(=O)NC(CCC(=O)O)C(=O)O. Drug 2: CC1CCCC2(C(O2)CC(NC(=O)CC(C(C(=O)C(C1O)C)(C)C)O)C(=CC3=CSC(=N3)C)C)C. Cell line: NCI-H522. Synergy scores: CSS=9.46, Synergy_ZIP=-10.4, Synergy_Bliss=-14.3, Synergy_Loewe=-16.1, Synergy_HSA=-14.2. (2) Drug 1: CNC(=O)C1=CC=CC=C1SC2=CC3=C(C=C2)C(=NN3)C=CC4=CC=CC=N4. Drug 2: COC1=C2C(=CC3=C1OC=C3)C=CC(=O)O2. Cell line: NCI/ADR-RES. Synergy scores: CSS=-0.489, Synergy_ZIP=4.25, Synergy_Bliss=6.09, Synergy_Loewe=2.16, Synergy_HSA=1.23. (3) Synergy scores: CSS=28.4, Synergy_ZIP=7.25, Synergy_Bliss=6.29, Synergy_Loewe=-13.0, Synergy_HSA=2.37. Drug 1: CC1=C2C(C(=O)C3(C(CC4C(C3C(C(C2(C)C)(CC1OC(=O)C(C(C5=CC=CC=C5)NC(=O)OC(C)(C)C)O)O)OC(=O)C6=CC=CC=C6)(CO4)OC(=O)C)OC)C)OC. Drug 2: CN1C(=O)N2C=NC(=C2N=N1)C(=O)N. Cell line: UACC-257. (4) Drug 1: CC1=C(C=C(C=C1)NC(=O)C2=CC=C(C=C2)CN3CCN(CC3)C)NC4=NC=CC(=N4)C5=CN=CC=C5. Drug 2: CC(C)NC(=O)C1=CC=C(C=C1)CNNC.Cl. Cell line: ACHN. Synergy scores: CSS=-6.48, Synergy_ZIP=2.45, Synergy_Bliss=-3.87, Synergy_Loewe=-7.44, Synergy_HSA=-7.89. (5) Drug 1: CS(=O)(=O)CCNCC1=CC=C(O1)C2=CC3=C(C=C2)N=CN=C3NC4=CC(=C(C=C4)OCC5=CC(=CC=C5)F)Cl. Drug 2: CC12CCC3C(C1CCC2O)C(CC4=C3C=CC(=C4)O)CCCCCCCCCS(=O)CCCC(C(F)(F)F)(F)F. Synergy scores: CSS=0.596, Synergy_ZIP=-2.24, Synergy_Bliss=0.517, Synergy_Loewe=-3.28, Synergy_HSA=-3.32. Cell line: HT29. (6) Drug 1: C1=C(C(=O)NC(=O)N1)N(CCCl)CCCl. Drug 2: CS(=O)(=O)CCNCC1=CC=C(O1)C2=CC3=C(C=C2)N=CN=C3NC4=CC(=C(C=C4)OCC5=CC(=CC=C5)F)Cl. Cell line: NCI-H322M. Synergy scores: CSS=23.4, Synergy_ZIP=-6.56, Synergy_Bliss=3.23, Synergy_Loewe=-21.3, Synergy_HSA=1.67.